From a dataset of HIV replication inhibition screening data with 41,000+ compounds from the AIDS Antiviral Screen. Binary Classification. Given a drug SMILES string, predict its activity (active/inactive) in a high-throughput screening assay against a specified biological target. (1) The compound is O=C1CCC2(CC1CCSc1ccccc1)OCCO2. The result is 0 (inactive). (2) The molecule is CCN(CC)CCCCC1CCN(CC(=O)N2c3cc(Cl)ccc3NC(=O)CC2C)CC1. The result is 0 (inactive). (3) The molecule is CCOC(=O)Cc1ccc(Nc2nc3ccccc3nc2C(=O)OCC)cc1. The result is 1 (active). (4) The compound is Cc1cn(C2C=CC(=O)C(C)O2)c(=O)[nH]c1=O. The result is 0 (inactive).